Dataset: Full USPTO retrosynthesis dataset with 1.9M reactions from patents (1976-2016). Task: Predict the reactants needed to synthesize the given product. (1) Given the product [NH2:1][C:2]1[C:7](/[CH:8]=[CH:9]/[C:10]([N:14]2[CH2:19][CH2:18][O:17][CH2:16][CH2:15]2)=[O:12])=[CH:6][C:5]([Cl:13])=[CH:4][N:3]=1, predict the reactants needed to synthesize it. The reactants are: [NH2:1][C:2]1[C:7](/[CH:8]=[CH:9]/[C:10]([OH:12])=O)=[CH:6][C:5]([Cl:13])=[CH:4][N:3]=1.[NH:14]1[CH2:19][CH2:18][O:17][CH2:16][CH2:15]1.C(OC(C)C)(C)C. (2) The reactants are: [F:1][CH:2]([F:25])[C:3]1[N:8]2[N:9]=[CH:10][C:11]([C:12]([OH:14])=O)=[C:7]2[N:6]=[C:5]([C:15]2[CH:20]=[CH:19][C:18]([C:21]([F:24])([F:23])[F:22])=[CH:17][CH:16]=2)[CH:4]=1.[OH:26][CH2:27][C:28]([NH:32][S:33]([C:36]1[S:37][C:38]([Cl:42])=[C:39]([NH2:41])[CH:40]=1)(=[O:35])=[O:34])([CH2:30][OH:31])[CH3:29]. Given the product [Cl:42][C:38]1[S:37][C:36]([S:33](=[O:35])(=[O:34])[NH:32][C:28]([CH2:27][OH:26])([CH3:29])[CH2:30][OH:31])=[CH:40][C:39]=1[NH:41][C:12]([C:11]1[CH:10]=[N:9][N:8]2[C:3]([CH:2]([F:25])[F:1])=[CH:4][C:5]([C:15]3[CH:20]=[CH:19][C:18]([C:21]([F:24])([F:22])[F:23])=[CH:17][CH:16]=3)=[N:6][C:7]=12)=[O:14], predict the reactants needed to synthesize it. (3) Given the product [CH3:1][C:2]([S:16][C@@H:17]1[CH2:22][O:21][C@@H:20]([C:23]2[CH:28]=[CH:27][CH:26]=[CH:25][CH:24]=2)[O:19][CH2:18]1)([CH3:15])[CH:3]([OH:4])[CH2:5][N:37]1[CH:41]=[N:40][CH:39]=[N:38]1, predict the reactants needed to synthesize it. The reactants are: [CH3:1][C:2]([S:16][C@@H:17]1[CH2:22][O:21][C@@H:20]([C:23]2[CH:28]=[CH:27][CH:26]=[CH:25][CH:24]=2)[O:19][CH2:18]1)([CH3:15])[C:3]([C:5]1C=CC(C(F)(F)F)=CC=1)=[O:4].[I-].C[S+](C)(C)=O.[OH-].[K+].[NH:37]1[CH:41]=[N:40][CH:39]=[N:38]1. (4) Given the product [C:13]([O:12][C@@H:11]1[C@@H:16]([O:17][C:18](=[O:20])[CH3:19])[C@H:21]([O:22][C:23](=[O:25])[CH3:24])[C@@H:26]([CH2:28][O:29][C:30](=[O:32])[CH3:31])[O:27][C@H:10]1[C:41]1[CH:40]=[C:39]([CH3:42])[CH:38]=[C:37]([O:43][CH2:44][CH3:45])[C:36]=1[O:35][CH2:33][CH3:34])(=[O:15])[CH3:14], predict the reactants needed to synthesize it. The reactants are: [Sn](Cl)(Cl)(Cl)Cl.C(O[C@@H:10]1[O:27][C@H:26]([CH2:28][O:29][C:30](=[O:32])[CH3:31])[C@@H:21]([O:22][C:23](=[O:25])[CH3:24])[C@H:16]([O:17][C:18](=[O:20])[CH3:19])[C@H:11]1[O:12][C:13](=[O:15])[CH3:14])(=O)C.[CH2:33]([O:35][C:36]1[CH:41]=[CH:40][C:39]([CH3:42])=[CH:38][C:37]=1[O:43][CH2:44][CH3:45])[CH3:34].C(=O)(O)[O-].[Na+]. (5) Given the product [CH2:36]([C:31]1([CH2:34][CH3:35])[CH2:30][CH2:29][CH:28]([C:15]2[CH:16]=[C:17]([N:20]3[CH2:25][CH2:24][CH2:23][C@H:22]([O:26][CH3:27])[CH2:21]3)[CH:18]=[CH:19][C:14]=2[N:11]2[CH2:10][CH2:9][NH:8][CH2:13][CH2:12]2)[CH2:33][CH2:32]1)[CH3:37], predict the reactants needed to synthesize it. The reactants are: C(OC([N:8]1[CH2:13][CH2:12][N:11]([C:14]2[CH:19]=[CH:18][C:17]([N:20]3[CH2:25][CH2:24][CH2:23][C@H:22]([O:26][CH3:27])[CH2:21]3)=[CH:16][C:15]=2[CH:28]2[CH2:33][CH2:32][C:31]([CH2:36][CH3:37])([CH2:34][CH3:35])[CH2:30][CH2:29]2)[CH2:10][CH2:9]1)=O)(C)(C)C.FC(F)(F)C(O)=O.C(=O)([O-])[O-].[K+].[K+]. (6) Given the product [CH:1]12[CH2:7][CH:4]([CH2:5][CH2:6]1)[CH2:3][CH:2]2[C:8]1[NH:12][C:11]2[C:13]([O:20][CH3:21])=[CH:14][CH:15]=[C:16]([C:17]([NH:22][C@H:23]3[CH2:28][CH2:27][CH2:26][N:25]([C:29]([O:31][C:32]([CH3:35])([CH3:34])[CH3:33])=[O:30])[CH2:24]3)=[O:19])[C:10]=2[N:9]=1, predict the reactants needed to synthesize it. The reactants are: [CH:1]12[CH2:7][CH:4]([CH2:5][CH2:6]1)[CH2:3][CH:2]2[C:8]1[NH:12][C:11]2[C:13]([O:20][CH3:21])=[CH:14][CH:15]=[C:16]([C:17]([OH:19])=O)[C:10]=2[N:9]=1.[NH2:22][C@H:23]1[CH2:28][CH2:27][CH2:26][N:25]([C:29]([O:31][C:32]([CH3:35])([CH3:34])[CH3:33])=[O:30])[CH2:24]1. (7) Given the product [NH2:12][CH2:11][CH2:10][C:5]1[CH:6]=[CH:7][CH:8]=[CH:9][C:4]=1[NH2:1], predict the reactants needed to synthesize it. The reactants are: [N+:1]([C:4]1[CH:9]=[CH:8][CH:7]=[CH:6][C:5]=1[CH2:10][C:11]#[N:12])([O-])=O.B.C1COCC1.Cl. (8) Given the product [I:33][C:2]1[CH:7]=[CH:6][C:5]([CH:8]([CH3:14])[C:9]([O:11][CH2:12][CH3:13])=[O:10])=[CH:4][C:3]=1[O:15][CH3:16], predict the reactants needed to synthesize it. The reactants are: N[C:2]1[CH:7]=[CH:6][C:5]([CH:8]([CH3:14])[C:9]([O:11][CH2:12][CH3:13])=[O:10])=[CH:4][C:3]=1[O:15][CH3:16].CC1C=CC(S(O)(=O)=O)=CC=1.O.N([O-])=O.[Na+].[I-:33].[K+]. (9) Given the product [Cl:9][C:10]1[CH:25]=[CH:24][C:13]2[NH:14][C:15]([C:17]3[CH:22]=[CH:21][C:20]([N:6]4[CH2:7][CH2:8][CH:3]([CH2:2][OH:1])[CH2:4][CH2:5]4)=[N:19][CH:18]=3)=[N:16][C:12]=2[CH:11]=1, predict the reactants needed to synthesize it. The reactants are: [OH:1][CH2:2][CH:3]1[CH2:8][CH2:7][NH:6][CH2:5][CH2:4]1.[Cl:9][C:10]1[CH:25]=[CH:24][C:13]2[NH:14][C:15]([C:17]3[CH:18]=[N:19][C:20](F)=[CH:21][CH:22]=3)=[N:16][C:12]=2[CH:11]=1.C(N(CC)C(C)C)(C)C. (10) Given the product [CH2:14]1[O:13][C:10]2[CH:11]=[CH:12][C:7]([C:6]3[C:2]([CH3:1])=[N:3][N:4]4[C:23]([C:17]5[CH:22]=[CH:21][CH:20]=[CH:19][CH:18]=5)=[CH:24][C:25](=[O:26])[NH:16][C:5]=34)=[CH:8][C:9]=2[O:15]1, predict the reactants needed to synthesize it. The reactants are: [CH3:1][C:2]1[C:6]([C:7]2[CH:12]=[CH:11][C:10]3[O:13][CH2:14][O:15][C:9]=3[CH:8]=2)=[C:5]([NH2:16])[NH:4][N:3]=1.[C:17]1([C:23](=O)[CH2:24][C:25](OCC)=[O:26])[CH:22]=[CH:21][CH:20]=[CH:19][CH:18]=1.